From a dataset of Forward reaction prediction with 1.9M reactions from USPTO patents (1976-2016). Predict the product of the given reaction. (1) Given the reactants [CH3:1][C@H:2]1[O:7][C@@H:6]([CH3:8])[CH2:5][N:4]([C:9]2[C:16]([F:17])=[C:15]([F:18])[C:14]([C:19]#[CH:20])=[CH:13][C:10]=2[CH:11]=[O:12])[CH2:3]1.Br[C:22]1[CH:27]=[N:26][CH:25]=[CH:24][N:23]=1, predict the reaction product. The product is: [CH3:1][C@H:2]1[O:7][C@@H:6]([CH3:8])[CH2:5][N:4]([C:9]2[C:16]([F:17])=[C:15]([F:18])[C:14]([C:19]#[C:20][C:22]3[CH:27]=[N:26][CH:25]=[CH:24][N:23]=3)=[CH:13][C:10]=2[CH:11]=[O:12])[CH2:3]1. (2) Given the reactants [NH2:1][C:2]1[S:3][CH:4]=[C:5](/[C:7](=[N:11]/[O:12][C:13](=[O:15])[CH3:14])/[C:8]([OH:10])=[O:9])[N:6]=1.[S:16]1[C:20]2[CH:21]=[CH:22][CH:23]=[CH:24][C:19]=2[N:18]=[C:17]1[S:25][S:25][C:17]1[S:16][C:20]2[CH:21]=[CH:22][CH:23]=[CH:24][C:19]=2[N:18]=1.C1(P(C2C=CC=CC=2)C2C=CC=CC=2)C=CC=CC=1.C(N(CC)CC)C, predict the reaction product. The product is: [NH2:1][C:2]1[S:3][CH:4]=[C:5](/[C:7](=[N:11]/[O:12][C:13](=[O:15])[CH3:14])/[C:8]([O:10][C:24]2[C:19]3[N:18]=[C:17]([SH:25])[S:16][C:20]=3[CH:21]=[CH:22][CH:23]=2)=[O:9])[N:6]=1. (3) Given the reactants [F:1][C:2]1[C:7]([CH2:8][OH:9])=[CH:6][CH:5]=[CH:4][C:3]=1[C:10]1[CH:11]=[N:12][C:13]([N:16]2[CH2:21][CH2:20][CH:19]([C:22]([O:24]CC)=[O:23])[CH2:18][CH2:17]2)=[N:14][CH:15]=1.C1COCC1.[OH-].[Na+], predict the reaction product. The product is: [F:1][C:2]1[C:7]([CH2:8][OH:9])=[CH:6][CH:5]=[CH:4][C:3]=1[C:10]1[CH:11]=[N:12][C:13]([N:16]2[CH2:17][CH2:18][CH:19]([C:22]([OH:24])=[O:23])[CH2:20][CH2:21]2)=[N:14][CH:15]=1.